Dataset: Reaction yield outcomes from USPTO patents with 853,638 reactions. Task: Predict the reaction yield, written as a fraction of the theoretical maximum amount of product (1.0 means a 100% yield; for example, 0.34 means a 34% yield). (1) The reactants are [CH3:1][C:2]1[NH:3][C:4]([CH2:10][C:11]2[CH:16]=[CH:15][CH:14]=[CH:13][C:12]=2[S:17]([N:20]2[CH2:24][CH2:23][CH2:22][CH2:21]2)(=[O:19])=[O:18])=[C:5]([CH3:9])[C:6]=1[C:7]#[N:8].C(=O)([O-])[O-].[Cs+].[Cs+].Br[CH2:32][C:33]([O:35][CH2:36][CH3:37])=[O:34]. The catalyst is CCCC[N+](CCCC)(CCCC)CCCC.[I-].CN(C=O)C.C(OCC)(=O)C. The product is [C:7]([C:6]1[C:5]([CH3:9])=[C:4]([CH2:10][C:11]2[CH:16]=[CH:15][CH:14]=[CH:13][C:12]=2[S:17]([N:20]2[CH2:24][CH2:23][CH2:22][CH2:21]2)(=[O:19])=[O:18])[N:3]([CH2:32][C:33]([O:35][CH2:36][CH3:37])=[O:34])[C:2]=1[CH3:1])#[N:8]. The yield is 0.447. (2) The reactants are [Br:1][C:2]1[CH:7]=[CH:6][CH:5]=[C:4](Br)[N:3]=1.[CH3:9][NH:10][NH2:11]. No catalyst specified. The product is [Br:1][C:2]1[CH:7]=[CH:6][CH:5]=[C:4]([N:10]([CH3:9])[NH2:11])[N:3]=1. The yield is 0.660. (3) The reactants are [CH:1]1([C:4]2[NH:8][N:7]=[C:6]([NH:9][C:10]3[C:17]([F:18])=[CH:16][C:13]([C:14]#[N:15])=[C:12]([NH:19][C@H:20]([C:22]4[CH:27]=[CH:26][C:25]([F:28])=[CH:24][CH:23]=4)[CH3:21])[N:11]=3)[CH:5]=2)[CH2:3][CH2:2]1.[OH-:29].[K+].OO. The catalyst is CO. The product is [CH:1]1([C:4]2[NH:8][N:7]=[C:6]([NH:9][C:10]3[C:17]([F:18])=[CH:16][C:13]([C:14]([NH2:15])=[O:29])=[C:12]([NH:19][C@H:20]([C:22]4[CH:27]=[CH:26][C:25]([F:28])=[CH:24][CH:23]=4)[CH3:21])[N:11]=3)[CH:5]=2)[CH2:3][CH2:2]1. The yield is 0.600. (4) The reactants are [CH2:1]([O:3][C:4](=[O:46])[CH:5]([O:32][C:33]1[CH:38]=[CH:37][CH:36]=[CH:35][C:34]=1[CH2:39][CH2:40][C:41]([O:43][CH2:44][CH3:45])=[O:42])[CH:6]([CH2:8][CH2:9][CH2:10][CH2:11][CH2:12][CH2:13][O:14][C:15]1[CH:20]=[C:19]([C:21]2[C:22](=[O:30])[N:23]([CH3:29])[C:24](=[O:28])[N:25]([CH3:27])[CH:26]=2)[CH:18]=[C:17](Br)[CH:16]=1)[CH3:7])[CH3:2].[CH3:47][O:48][C:49]1[CH:54]=[CH:53][C:52](B(O)O)=[CH:51][CH:50]=1. No catalyst specified. The product is [CH2:1]([O:3][C:4](=[O:46])[CH:5]([O:32][C:33]1[CH:38]=[CH:37][CH:36]=[CH:35][C:34]=1[CH2:39][CH2:40][C:41]([O:43][CH2:44][CH3:45])=[O:42])[CH:6]([CH2:8][CH2:9][CH2:10][CH2:11][CH2:12][CH2:13][O:14][C:15]1[CH:16]=[C:17]([C:52]2[CH:53]=[CH:54][C:49]([O:48][CH3:47])=[CH:50][CH:51]=2)[CH:18]=[C:19]([C:21]2[C:22](=[O:30])[N:23]([CH3:29])[C:24](=[O:28])[N:25]([CH3:27])[CH:26]=2)[CH:20]=1)[CH3:7])[CH3:2]. The yield is 0.440. (5) The reactants are Br[C:2]1[C:3]([NH:9][C:10](=[O:13])[CH2:11]I)=[N:4][CH:5]=[C:6]([Br:8])[N:7]=1.[O:14]1[CH2:19][CH2:18][CH:17]([CH2:20][NH2:21])[CH2:16][CH2:15]1.C(N(C(C)C)CC)(C)C. The catalyst is C(#N)C. The product is [Br:8][C:6]1[N:7]=[C:2]2[N:21]([CH2:20][CH:17]3[CH2:18][CH2:19][O:14][CH2:15][CH2:16]3)[CH2:11][C:10](=[O:13])[NH:9][C:3]2=[N:4][CH:5]=1. The yield is 0.790. (6) The reactants are [C:1]1([CH3:21])[CH:6]=[C:5]([CH3:7])[CH:4]=[C:3]([CH3:8])[C:2]=1[S:9]([N:12]1[C:16]2[CH:17]=[CH:18][CH:19]=[CH:20][C:15]=2[N:14]=[CH:13]1)(=[O:11])=[O:10].C1COCC1.C1(C)C=CC=CC=1.[Li]CCCC.Cl[P:40]([CH:47]1[CH2:52][CH2:51][CH2:50][CH2:49][CH2:48]1)[CH:41]1[CH2:46][CH2:45][CH2:44][CH2:43][CH2:42]1. The catalyst is C1COCC1.C1(C)C=CC=CC=1.C(=O)=O.CC(C)=O.CO. The product is [CH:47]1([P:40]([CH:41]2[CH2:42][CH2:43][CH2:44][CH2:45][CH2:46]2)[C:13]2[N:12]([S:9]([C:2]3[C:3]([CH3:8])=[CH:4][C:5]([CH3:7])=[CH:6][C:1]=3[CH3:21])(=[O:11])=[O:10])[C:16]3[CH:17]=[CH:18][CH:19]=[CH:20][C:15]=3[N:14]=2)[CH2:48][CH2:49][CH2:50][CH2:51][CH2:52]1. The yield is 0.600. (7) The reactants are Br[C:2]1[CH:24]=[C:23]([F:25])[CH:22]=[CH:21][C:3]=1[O:4][CH2:5][C:6]([N:8]([CH:18]([CH3:20])[CH3:19])[NH:9][C:10](=[O:17])[C:11]1[CH:16]=[CH:15][CH:14]=[CH:13][CH:12]=1)=[O:7].C([O-])([O-])=O.[Na+].[Na+].[C:32]1([CH3:41])[CH:37]=[CH:36][CH:35]=[CH:34][C:33]=1B(O)O. The catalyst is COCCOC. The product is [F:25][C:23]1[CH:22]=[CH:21][C:3]([O:4][CH2:5][C:6]([N:8]([CH:18]([CH3:20])[CH3:19])[NH:9][C:10](=[O:17])[C:11]2[CH:16]=[CH:15][CH:14]=[CH:13][CH:12]=2)=[O:7])=[C:2]([C:33]2[CH:34]=[CH:35][CH:36]=[CH:37][C:32]=2[CH3:41])[CH:24]=1. The yield is 0.440.